This data is from Catalyst prediction with 721,799 reactions and 888 catalyst types from USPTO. The task is: Predict which catalyst facilitates the given reaction. (1) Reactant: [Br:1][C:2]1[N:7]=[C:6]2[S:8][C:9]([N:11]=[C:12](SC)SC)=[N:10][C:5]2=[N:4][CH:3]=1.Cl.Cl.[NH2:19][CH2:20][C@@:21]1([OH:29])[CH:26]2[CH2:27][CH2:28][N:23]([CH2:24][CH2:25]2)[CH2:22]1.C(=O)([O-])[O-].[Cs+].[Cs+]. Product: [Br:1][C:2]1[N:7]=[C:6]2[S:8][C:9]([NH:11][C:12]3[O:29][C@:21]4([CH2:20][N:19]=3)[CH:26]3[CH2:27][CH2:28][N:23]([CH2:24][CH2:25]3)[CH2:22]4)=[N:10][C:5]2=[N:4][CH:3]=1. The catalyst class is: 47. (2) Reactant: [CH:1]1[C:10]2[C:11]3[C:20]([C:8]4[C:9]=2[C:4]([CH:5]=[CH:6][CH:7]=4)=[CH:3][CH:2]=1)=[N:19][C:18]1[C:13](=[CH:14][CH:15]=[CH:16][CH:17]=1)[N:12]=3.[OH:21][S:22](O)(=[O:24])=[O:23].O=S(=O)=O.S(=O)(=O)(O)O. Product: [CH:1]1[C:10]2[C:11]3[C:20]([C:8]4[C:9]=2[C:4]([CH:5]=[CH:6][CH:7]=4)=[CH:3][C:2]=1[S:22]([OH:24])(=[O:23])=[O:21])=[N:19][C:18]1[C:13](=[CH:14][CH:15]=[CH:16][CH:17]=1)[N:12]=3. The catalyst class is: 6. (3) Reactant: [NH:1]([C:10]([O:12][CH2:13][CH2:14][C:15]1[CH:20]=[CH:19][C:18]([NH:21][C:22]([C:24]2[N:25]=[C:26]([NH:29][C:30](=[O:32])[CH3:31])[S:27][CH:28]=2)=[O:23])=[CH:17][CH:16]=1)=[O:11])[NH:2]C(OC(C)(C)C)=O.O1CCOCC1.[ClH:39]. Product: [ClH:39].[NH:1]([C:10]([O:12][CH2:13][CH2:14][C:15]1[CH:16]=[CH:17][C:18]([NH:21][C:22]([C:24]2[N:25]=[C:26]([NH:29][C:30](=[O:32])[CH3:31])[S:27][CH:28]=2)=[O:23])=[CH:19][CH:20]=1)=[O:11])[NH2:2]. The catalyst class is: 4.